This data is from Catalyst prediction with 721,799 reactions and 888 catalyst types from USPTO. The task is: Predict which catalyst facilitates the given reaction. (1) Reactant: [OH:1][CH:2]([CH3:23])[C:3]#[C:4][C:5]1[C:6](=[O:22])[O:7][C:8]2[C:17]([CH:18]=1)=[CH:16][C:15]1[CH2:14][CH2:13][CH2:12][N:11]3[CH2:19][CH2:20][CH2:21][C:9]=2[C:10]=13. Product: [O:1]=[C:2]([CH3:23])[C:3]#[C:4][C:5]1[C:6](=[O:22])[O:7][C:8]2[C:17]([CH:18]=1)=[CH:16][C:15]1[CH2:14][CH2:13][CH2:12][N:11]3[CH2:19][CH2:20][CH2:21][C:9]=2[C:10]=13. The catalyst class is: 177. (2) Reactant: CC(C[AlH]CC(C)C)C.[F:10][C:11]1[CH:16]=[CH:15][CH:14]=[CH:13][C:12]=1[CH2:17][C:18](OCC)=[O:19].CO.Cl. Product: [F:10][C:11]1[CH:16]=[CH:15][CH:14]=[CH:13][C:12]=1[CH2:17][CH:18]=[O:19]. The catalyst class is: 11. (3) Reactant: [Br:1]Br.[Si:3]([O:20][C:21]1[C:29]2[C:24](=[CH:25][N:26]=[CH:27][CH:28]=2)[O:23][CH:22]=1)([C:16]([CH3:19])([CH3:18])[CH3:17])([C:10]1[CH:15]=[CH:14][CH:13]=[CH:12][CH:11]=1)[C:4]1[CH:9]=[CH:8][CH:7]=[CH:6][CH:5]=1. Product: [Br:1][C:22]1[O:23][C:24]2=[CH:25][N:26]=[CH:27][CH:28]=[C:29]2[C:21]=1[O:20][Si:3]([C:16]([CH3:19])([CH3:17])[CH3:18])([C:4]1[CH:9]=[CH:8][CH:7]=[CH:6][CH:5]=1)[C:10]1[CH:15]=[CH:14][CH:13]=[CH:12][CH:11]=1. The catalyst class is: 22.